Dataset: Reaction yield outcomes from USPTO patents with 853,638 reactions. Task: Predict the reaction yield, written as a fraction of the theoretical maximum amount of product (1.0 means a 100% yield; for example, 0.34 means a 34% yield). The reactants are C(N1C=CN=C1)(N1C=CN=C1)=O.[C:13]([O:17][C:18]([N:20]1[CH2:24][CH2:23][CH:22]([C:25]([OH:27])=O)[CH2:21]1)=[O:19])([CH3:16])([CH3:15])[CH3:14].Cl.[CH3:29][NH:30][O:31][CH3:32]. The catalyst is ClCCl. The product is [C:13]([O:17][C:18]([N:20]1[CH2:24][CH2:23][CH:22]([C:25](=[O:27])[N:30]([O:31][CH3:32])[CH3:29])[CH2:21]1)=[O:19])([CH3:14])([CH3:15])[CH3:16]. The yield is 0.900.